This data is from Full USPTO retrosynthesis dataset with 1.9M reactions from patents (1976-2016). The task is: Predict the reactants needed to synthesize the given product. (1) Given the product [C:34]([C:38]1[CH:39]=[CH:40][C:41]([S:44]([NH:47][C:48]2[N:52]([CH3:53])[N:51]=[C:50]([O:54][CH2:55][CH2:56][O:57][C:15](=[O:24])[NH:12][C:2]3[CH:3]=[CH:4][CH:5]=[CH:6][N:1]=3)[C:49]=2[C:58]2[CH:63]=[CH:62][C:61]([CH3:64])=[CH:60][CH:59]=2)(=[O:45])=[O:46])=[CH:42][CH:43]=1)([CH3:37])([CH3:36])[CH3:35], predict the reactants needed to synthesize it. The reactants are: [N:1]1[CH:6]=[CH:5][CH:4]=[CH:3][C:2]=1C(O)=O.C([N:12]([CH2:15]C)CC)C.C1(P(N=[N+]=[N-])(C2C=CC=CC=2)=[O:24])C=CC=CC=1.[C:34]([C:38]1[CH:43]=[CH:42][C:41]([S:44]([NH:47][C:48]2[N:52]([CH3:53])[N:51]=[C:50]([O:54][CH2:55][CH2:56][OH:57])[C:49]=2[C:58]2[CH:63]=[CH:62][C:61]([CH3:64])=[CH:60][CH:59]=2)(=[O:46])=[O:45])=[CH:40][CH:39]=1)([CH3:37])([CH3:36])[CH3:35]. (2) Given the product [CH:21]1([C@H:4]2[C@H:3]([CH3:24])[C@@H:2]([NH:1][C:34]3[CH:39]=[CH:38][CH:37]=[CH:36][CH:35]=3)[C:11]3[C:6](=[CH:7][CH:8]=[C:9]([N:12]4[CH2:13][CH2:14][O:15][CH2:16][CH2:17]4)[N:10]=3)[N:5]2[C:18](=[O:20])[CH3:19])[CH2:23][CH2:22]1, predict the reactants needed to synthesize it. The reactants are: [NH2:1][C@H:2]1[C:11]2[C:6](=[CH:7][CH:8]=[C:9]([N:12]3[CH2:17][CH2:16][O:15][CH2:14][CH2:13]3)[N:10]=2)[N:5]([C:18](=[O:20])[CH3:19])[C@@H:4]([CH:21]2[CH2:23][CH2:22]2)[C@@H:3]1[CH3:24].CC(C)([O-])C.[Na+].CN([C:34]1[C:39]([C:34]2[C:39](P(C3CCCCC3)C3CCCCC3)=[CH:38][CH:37]=[CH:36][CH:35]=2)=[CH:38][CH:37]=[CH:36][CH:35]=1)C.BrC1C=CC=CC=1. (3) The reactants are: [C:1]([NH:4][C:5]1[C:6]([C:22]2[S:23][C:24]3[CH:30]=[CH:29][CH:28]=[CH:27][C:25]=3[N:26]=2)=[C:7]2[C:12](=[CH:13][CH:14]=1)[CH2:11][N:10](C(OC(C)(C)C)=O)[CH2:9][CH2:8]2)(=[O:3])[CH3:2].[F:31][C:32]([F:37])([F:36])[C:33]([OH:35])=[O:34]. Given the product [F:31][C:32]([F:37])([F:36])[C:33]([O-:35])=[O:34].[C:1]([NH:4][C:5]1[C:6]([C:22]2[S:23][C:24]3[CH:30]=[CH:29][CH:28]=[CH:27][C:25]=3[N:26]=2)=[C:7]2[C:12](=[CH:13][CH:14]=1)[CH2:11][NH2+:10][CH2:9][CH2:8]2)(=[O:3])[CH3:2], predict the reactants needed to synthesize it. (4) Given the product [C:15]1([C:23]2[CH:24]=[CH:25][CH:26]=[CH:27][CH:28]=2)[CH:20]=[CH:19][CH:18]=[C:17]([CH2:21][N:12]2[CH2:13][CH2:14][N:9]([C:6]3[CH:5]=[CH:4][C:3]([O:2][CH3:1])=[CH:8][CH:7]=3)[CH2:10][CH2:11]2)[CH:16]=1, predict the reactants needed to synthesize it. The reactants are: [CH3:1][O:2][C:3]1[CH:8]=[CH:7][C:6]([N:9]2[CH2:14][CH2:13][NH:12][CH2:11][CH2:10]2)=[CH:5][CH:4]=1.[C:15]1([C:23]2[CH:28]=[CH:27][CH:26]=[CH:25][CH:24]=2)[CH:20]=[CH:19][CH:18]=[C:17]([CH:21]=O)[CH:16]=1.[BH-](OC(C)=O)(OC(C)=O)OC(C)=O.[Na+].C1(C2C=CC=CC=2)C=CC=CC=1CN1CCN(C2C=CC=CC=2)CC1. (5) Given the product [C:1]([C:3]1[C:12]([C:27]2[C:26]([F:25])=[CH:31][CH:30]=[CH:29][C:28]=2[F:32])=[C:11]2[C:6]([CH:7]=[CH:8][C:9]([C:21]([O:23][CH3:24])=[O:22])=[CH:10]2)=[CH:5][CH:4]=1)#[N:2], predict the reactants needed to synthesize it. The reactants are: [C:1]([C:3]1[C:12](OS(C(F)(F)F)(=O)=O)=[C:11]2[C:6]([CH:7]=[CH:8][C:9]([C:21]([O:23][CH3:24])=[O:22])=[CH:10]2)=[CH:5][CH:4]=1)#[N:2].[F:25][C:26]1[CH:31]=[CH:30][CH:29]=[C:28]([F:32])[C:27]=1OB(O)O.[F-].[Cs+].COCCOC. (6) Given the product [C:1]([C:3]1[C:4]([N:9]2[CH2:18][CH2:17][C:12](=[O:13])[CH2:11][CH2:10]2)=[N:5][CH:6]=[CH:7][CH:8]=1)#[N:2], predict the reactants needed to synthesize it. The reactants are: [C:1]([C:3]1[C:4]([N:9]2[CH2:18][CH2:17][C:12]3(OCC[O:13]3)[CH2:11][CH2:10]2)=[N:5][CH:6]=[CH:7][CH:8]=1)#[N:2].Cl. (7) The reactants are: [CH2:1]([O:3][C:4](=[O:21])[C:5](=O)[CH2:6][C:7](=O)[CH2:8][CH2:9][CH2:10][O:11][Si:12]([C:15]([CH3:18])([CH3:17])[CH3:16])([CH3:14])[CH3:13])[CH3:2].[NH2:22][NH2:23]. Given the product [CH2:1]([O:3][C:4]([C:5]1[CH:6]=[C:7]([CH2:8][CH2:9][CH2:10][O:11][Si:12]([C:15]([CH3:18])([CH3:17])[CH3:16])([CH3:14])[CH3:13])[NH:23][N:22]=1)=[O:21])[CH3:2], predict the reactants needed to synthesize it.